Dataset: Full USPTO retrosynthesis dataset with 1.9M reactions from patents (1976-2016). Task: Predict the reactants needed to synthesize the given product. (1) The reactants are: [N:1]1[CH:6]=[CH:5][C:4]([CH2:7][C:8]2[C:17]3[C:12](=[CH:13][CH:14]=[CH:15][CH:16]=3)[C:11](=O)[NH:10][N:9]=2)=[CH:3][CH:2]=1.Cl.O1CCOCC1.P(Cl)(Cl)([Cl:28])=O.C([O-])(O)=O.[Na+]. Given the product [Cl:28][C:11]1[C:12]2[C:17](=[CH:16][CH:15]=[CH:14][CH:13]=2)[C:8]([CH2:7][C:4]2[CH:5]=[CH:6][N:1]=[CH:2][CH:3]=2)=[N:9][N:10]=1, predict the reactants needed to synthesize it. (2) Given the product [ClH:15].[CH3:1][C@@:2]12[CH2:14][C:13]3[C:8](=[CH:9][CH:10]=[CH:11][CH:12]=3)[C@@H:3]1[NH:4][CH2:5][CH2:6][CH2:7]2, predict the reactants needed to synthesize it. The reactants are: [CH3:1][C@@:2]12[CH2:14][C:13]3[C:8](=[CH:9][CH:10]=[CH:11][CH:12]=3)[C@@H:3]1[NH:4][CH2:5][CH2:6][CH2:7]2.[ClH:15]. (3) Given the product [Cl:9][C:10]1[C:11]([N:20]([CH3:22])[N:21]=[CH:7][C:2]2[CH:3]=[CH:4][CH:5]=[CH:6][N:1]=2)=[N:12][CH:13]=[C:14]([C:16]([F:19])([F:17])[F:18])[CH:15]=1, predict the reactants needed to synthesize it. The reactants are: [N:1]1[CH:6]=[CH:5][CH:4]=[CH:3][C:2]=1[CH:7]=O.[Cl:9][C:10]1[C:11]([N:20]([CH3:22])[NH2:21])=[N:12][CH:13]=[C:14]([C:16]([F:19])([F:18])[F:17])[CH:15]=1.